Dataset: Hepatocyte clearance measurements from AstraZeneca. Task: Regression/Classification. Given a drug SMILES string, predict its absorption, distribution, metabolism, or excretion properties. Task type varies by dataset: regression for continuous measurements (e.g., permeability, clearance, half-life) or binary classification for categorical outcomes (e.g., BBB penetration, CYP inhibition). For this dataset (clearance_hepatocyte_az), we predict log10(clearance) (log10 of the in vitro intrinsic clearance, CLint, in uL/min per 10^6 hepatocytes; values are censored to the assay range of 3 to 150, which is 0.477 to 2.18 on this log10 scale). (1) The drug is COCc1ccoc1C(=O)N(c1ccc(OC)cc1OC)C(C(=O)NC[C@@H](C)O)c1ccccc1F. The log10(clearance) is 1.54. (2) The compound is COc1ccc(C2CC(c3ccc(Br)cc3)=NN2C(C)=O)cc1. The log10(clearance) is 1.22. (3) The compound is C=CC(=O)Nc1ccc2ncnc(Nc3cccc(C)c3)c2c1. The log10(clearance) is 2.18.